Dataset: Full USPTO retrosynthesis dataset with 1.9M reactions from patents (1976-2016). Task: Predict the reactants needed to synthesize the given product. (1) Given the product [F:1][C:2]1[C:7]([N+:8]([O-:10])=[O:9])=[CH:6][C:5]([NH2:11])=[C:4]([NH2:22])[CH:3]=1, predict the reactants needed to synthesize it. The reactants are: [F:1][C:2]1[C:7]([N+:8]([O-:10])=[O:9])=[CH:6][C:5]([NH:11]S(C2C=CC(C)=CC=2)(=O)=O)=[C:4]([NH:22]S(C2C=CC(C)=CC=2)(=O)=O)[CH:3]=1. (2) Given the product [NH2:1][C:2]1[N:7]=[CH:6][N:5]=[C:4]2[N:8]([CH:14]([C:16]3[C:17]([O:34][CH3:35])=[C:18]([CH:25]4[CH2:26][N:27]([C@@H:29]([CH3:33])[C:30]([NH:41][CH3:39])=[O:31])[CH2:28]4)[C:19]([CH3:24])=[C:20]([C:22]#[N:23])[CH:21]=3)[CH3:15])[N:9]=[C:10]([CH:11]([F:13])[F:12])[C:3]=12, predict the reactants needed to synthesize it. The reactants are: [NH2:1][C:2]1[N:7]=[CH:6][N:5]=[C:4]2[N:8]([CH:14]([C:16]3[C:17]([O:34][CH3:35])=[C:18]([CH:25]4[CH2:28][N:27]([C@@H:29]([CH3:33])[C:30](O)=[O:31])[CH2:26]4)[C:19]([CH3:24])=[C:20]([C:22]#[N:23])[CH:21]=3)[CH3:15])[N:9]=[C:10]([CH:11]([F:13])[F:12])[C:3]=12.[Cl-].C[NH3+].[CH2:39]([N:41](CC)CC)C.F[P-](F)(F)(F)(F)F.N1(O[P+](N(C)C)(N(C)C)N(C)C)C2C=CC=CC=2N=N1. (3) Given the product [Cl:4][C:5]1[C:15]2[CH2:14][O:13][C:12]3[CH:16]=[CH:17][CH:18]=[CH:19][C:11]=3[C:10](=[CH:20][C:21]3[CH:22]=[C:23]([NH2:27])[CH:24]=[CH:25][CH:26]=3)[C:9]=2[CH:8]=[CH:7][CH:6]=1, predict the reactants needed to synthesize it. The reactants are: Cl[Sn]Cl.[Cl:4][C:5]1[C:15]2[CH2:14][O:13][C:12]3[CH:16]=[CH:17][CH:18]=[CH:19][C:11]=3[C:10](=[CH:20][C:21]3[CH:26]=[CH:25][CH:24]=[C:23]([N+:27]([O-])=O)[CH:22]=3)[C:9]=2[CH:8]=[CH:7][CH:6]=1.